Dataset: Catalyst prediction with 721,799 reactions and 888 catalyst types from USPTO. Task: Predict which catalyst facilitates the given reaction. (1) Reactant: [NH2:1][C:2]1[S:6][C:5]2[CH2:7][CH2:8][CH2:9][CH2:10][C:4]=2[C:3]=1[C:11]([C:13]1[CH:18]=[CH:17][C:16]([CH3:19])=[CH:15][C:14]=1[O:20][CH3:21])=O.[C:22]([O:29][CH3:30])(=[O:28])[CH2:23][CH2:24][C:25]([CH3:27])=O.Cl[Si](C)(C)C. Product: [CH3:27][C:25]1[N:1]=[C:2]2[S:6][C:5]3[CH2:7][CH2:8][CH2:9][CH2:10][C:4]=3[C:3]2=[C:11]([C:13]2[CH:18]=[CH:17][C:16]([CH3:19])=[CH:15][C:14]=2[O:20][CH3:21])[C:24]=1[CH2:23][C:22]([O:29][CH3:30])=[O:28]. The catalyst class is: 3. (2) Reactant: [CH3:1][N:2]1[C@@H:19]2[CH2:20][C:7]3[CH:8]=[CH:9][C:10]([O:21][CH3:22])=[C:11]4[O:12][C@H:13]5[C:14]([CH2:16][CH2:17][C@@H:18]2[C@:5]5([C:6]=34)[CH2:4][CH2:3]1)=[O:15].C(O)(C(O)=O)C(O)C(O)=O. Product: [CH3:1][N:2]1[C@@H:19]2[CH2:20][C:7]3[CH:8]=[CH:9][C:10]([O:21][CH3:22])=[C:11]4[O:12][C@H:13]5[C:14]([CH2:16][CH2:17][C@@H:18]2[C@:5]5([C:6]=34)[CH2:4][CH2:3]1)=[O:15]. The catalyst class is: 6. (3) Reactant: P(Cl)(Cl)([Cl:3])=O.[NH:6]1[C:15]2[C:10](=[CH:11][N:12]=[CH:13][CH:14]=2)[CH:9]=[CH:8][C:7]1=O.[OH-].[Na+]. Product: [Cl:3][C:7]1[CH:8]=[CH:9][C:10]2[C:15](=[CH:14][CH:13]=[N:12][CH:11]=2)[N:6]=1. The catalyst class is: 25.